The task is: Predict the product of the given reaction.. This data is from Forward reaction prediction with 1.9M reactions from USPTO patents (1976-2016). (1) The product is: [Cl:29][C:30]1[CH:38]=[CH:37][CH:36]=[C:35]([Cl:39])[C:31]=1[C:32]([NH:27][C:24]1[CH:23]=[CH:22][C:21]([CH2:20][C@@H:4]([C:3]([OH:2])=[O:28])[NH:5][C:6]([C:8]2([CH2:13][C:14]3[CH:19]=[CH:18][CH:17]=[CH:16][CH:15]=3)[CH2:9][CH2:10][CH2:11][CH2:12]2)=[O:7])=[CH:26][CH:25]=1)=[O:33]. Given the reactants C[O:2][C:3](=[O:28])[C@H:4]([CH2:20][C:21]1[CH:26]=[CH:25][C:24]([NH2:27])=[CH:23][CH:22]=1)[NH:5][C:6]([C:8]1([CH2:13][C:14]2[CH:19]=[CH:18][CH:17]=[CH:16][CH:15]=2)[CH2:12][CH2:11][CH2:10][CH2:9]1)=[O:7].[Cl:29][C:30]1[CH:38]=[CH:37][CH:36]=[C:35]([Cl:39])[C:31]=1[C:32](Cl)=[O:33].N1C(C)=CC=CC=1C, predict the reaction product. (2) Given the reactants Br[CH2:2][C:3]([C:5]12[CH2:14][CH:9]3[CH2:10][CH:11]([CH2:13][CH:7]([CH2:8]3)[CH2:6]1)[CH2:12]2)=[O:4].[SH:15][C:16]1[CH:24]=[CH:23][C:19]([C:20]([OH:22])=[O:21])=[CH:18][N:17]=1.C(N(CC)CC)C.Cl, predict the reaction product. The product is: [C:5]12([C:3](=[O:4])[CH2:2][S:15][C:16]3[CH:24]=[CH:23][C:19]([C:20]([OH:22])=[O:21])=[CH:18][N:17]=3)[CH2:14][CH:9]3[CH2:10][CH:11]([CH2:13][CH:7]([CH2:8]3)[CH2:6]1)[CH2:12]2.